This data is from Forward reaction prediction with 1.9M reactions from USPTO patents (1976-2016). The task is: Predict the product of the given reaction. (1) Given the reactants [NH2:1][C:2]1[N:12]=[CH:11][C:10](Br)=[CH:9][C:3]=1[C:4]([O:6][CH2:7][CH3:8])=[O:5].[C:14]([O:18][CH2:19][CH3:20])(=[O:17])[CH:15]=[CH2:16].C(N(C(C)C)CC)(C)C.CC1C=CC=CC=1P(C1C=CC=CC=1C)C1C=CC=CC=1C, predict the reaction product. The product is: [NH2:1][C:2]1[N:12]=[CH:11][C:10](/[CH:16]=[CH:15]/[C:14]([O:18][CH2:19][CH3:20])=[O:17])=[CH:9][C:3]=1[C:4]([O:6][CH2:7][CH3:8])=[O:5]. (2) The product is: [S:14]1[C:18]2[CH:19]=[CH:20][CH:21]=[CH:22][C:17]=2[CH:16]=[C:15]1[CH:23]([C:2]1[CH:7]=[CH:6][CH:5]=[CH:4][C:3]=1[Cl:8])[NH:24][S:25]([C:28]1[CH:38]=[CH:37][C:31]2[O:32][CH2:33][CH2:34][CH2:35][O:36][C:30]=2[CH:29]=1)(=[O:26])=[O:27]. Given the reactants Br[C:2]1[CH:7]=[CH:6][CH:5]=[CH:4][C:3]=1[Cl:8].C([Li])CCC.[S:14]1[C:18]2[CH:19]=[CH:20][CH:21]=[CH:22][C:17]=2[CH:16]=[C:15]1[CH:23]=[N:24][S:25]([C:28]1[CH:38]=[CH:37][C:31]2[O:32][CH2:33][CH2:34][CH2:35][O:36][C:30]=2[CH:29]=1)(=[O:27])=[O:26].[Cl-].[NH4+], predict the reaction product. (3) Given the reactants [CH:1]1([CH2:7][CH2:8][CH2:9][C@@H:10]([C:19]2[O:23][N:22]=[C:21]([CH2:24][C:25]3[NH:26][CH:27]=[CH:28][N:29]=3)[N:20]=2)[CH2:11][C:12]([O:14]C(C)(C)C)=[O:13])[CH2:6][CH2:5][CH2:4][CH2:3][CH2:2]1, predict the reaction product. The product is: [CH:1]1([CH2:7][CH2:8][CH2:9][C@@H:10]([C:19]2[O:23][N:22]=[C:21]([CH2:24][C:25]3[NH:29][CH:28]=[CH:27][N:26]=3)[N:20]=2)[CH2:11][C:12]([OH:14])=[O:13])[CH2:6][CH2:5][CH2:4][CH2:3][CH2:2]1. (4) Given the reactants [Cl:1][C:2]1[CH:25]=[CH:24][C:5]([CH2:6][N:7]2[C:15]3[C:10](=[CH:11][C:12](/[CH:16]=[C:17]4/[C:18](=[O:23])[NH:19][C:20](=[O:22])[S:21]/4)=[CH:13][CH:14]=3)[CH:9]=[N:8]2)=[C:4]([C:26]([F:29])([F:28])[F:27])[CH:3]=1.Br[CH2:31][CH2:32]Cl.[C:34]([N:37]1[CH2:42][CH2:41][NH:40][CH2:39][CH2:38]1)(=[O:36])[CH3:35], predict the reaction product. The product is: [C:34]([N:37]1[CH2:42][CH2:41][N:40]([CH2:31][CH2:32][N:19]2[C:18](=[O:23])/[C:17](=[CH:16]/[C:12]3[CH:11]=[C:10]4[C:15](=[CH:14][CH:13]=3)[N:7]([CH2:6][C:5]3[CH:24]=[CH:25][C:2]([Cl:1])=[CH:3][C:4]=3[C:26]([F:27])([F:29])[F:28])[N:8]=[CH:9]4)/[S:21][C:20]2=[O:22])[CH2:39][CH2:38]1)(=[O:36])[CH3:35]. (5) Given the reactants [CH3:1][N:2]([CH3:35])[CH2:3][CH2:4][CH2:5][O:6][C:7]1[C:32]([O:33][CH3:34])=[CH:31][C:10]2[C:11]3[N:16]([CH:17]([C:19]([CH3:24])([CH3:23])[CH2:20][O:21][CH3:22])[CH2:18][C:9]=2[CH:8]=1)[CH:15]=[C:14]([C:25]([O:27]CC)=[O:26])[C:13](=[O:30])[CH:12]=3.[Li+].[OH-].Cl, predict the reaction product. The product is: [CH3:35][N:2]([CH3:1])[CH2:3][CH2:4][CH2:5][O:6][C:7]1[C:32]([O:33][CH3:34])=[CH:31][C:10]2[C:11]3[N:16]([CH:17]([C:19]([CH3:24])([CH3:23])[CH2:20][O:21][CH3:22])[CH2:18][C:9]=2[CH:8]=1)[CH:15]=[C:14]([C:25]([OH:27])=[O:26])[C:13](=[O:30])[CH:12]=3. (6) Given the reactants [N:1]1([C@H:6]2[CH2:10][CH2:9][CH2:8][C@H:7]2[NH2:11])[CH2:5][CH2:4][CH2:3][CH2:2]1.[CH3:12][O:13][C:14]1[CH:22]=[C:21]([C:23]([F:26])([F:25])[F:24])[CH:20]=[C:19]([C:27]([F:30])([F:29])[F:28])[C:15]=1[C:16](O)=[O:17], predict the reaction product. The product is: [CH3:12][O:13][C:14]1[CH:22]=[C:21]([C:23]([F:24])([F:25])[F:26])[CH:20]=[C:19]([C:27]([F:28])([F:29])[F:30])[C:15]=1[C:16]([NH:11][C@@H:7]1[CH2:8][CH2:9][CH2:10][C@@H:6]1[N:1]1[CH2:2][CH2:3][CH2:4][CH2:5]1)=[O:17]. (7) Given the reactants Cl[C:2]1[N:7]=[C:6]([N:8]2[CH2:13][CH2:12][NH:11][CH2:10][CH2:9]2)[CH:5]=[N:4][CH:3]=1.[CH2:14]([OH:21])[C:15]1[CH:20]=[CH:19][CH:18]=[CH:17][CH:16]=1, predict the reaction product. The product is: [CH2:14]([O:21][C:2]1[CH:3]=[N:4][CH:5]=[C:6]([N:8]2[CH2:13][CH2:12][NH:11][CH2:10][CH2:9]2)[N:7]=1)[C:15]1[CH:20]=[CH:19][CH:18]=[CH:17][CH:16]=1. (8) Given the reactants [CH3:1][C:2]1[CH2:7][C@H:6]([CH3:8])[C@@H:5]([C:9]([OH:11])=O)[CH2:4][CH:3]=1.CN(C=O)C.[CH3:17][C:18]([CH3:38])([CH3:37])[C:19]#[C:20][C:21]1[S:25][CH:24]=[C:23]([NH:26][CH:27]2[CH2:36][CH2:35][C:30]3([O:34][CH2:33][CH2:32][O:31]3)[CH2:29][CH2:28]2)[CH:22]=1.C(N(C(C)C)CC)(C)C, predict the reaction product. The product is: [CH3:17][C:18]([CH3:38])([CH3:37])[C:19]#[C:20][C:21]1[S:25][CH:24]=[C:23]([N:26]([CH:27]2[CH2:36][CH2:35][C:30]3([O:31][CH2:32][CH2:33][O:34]3)[CH2:29][CH2:28]2)[C:9]([C@@H:5]2[C@@H:6]([CH3:8])[CH2:7][C:2]([CH3:1])=[CH:3][CH2:4]2)=[O:11])[CH:22]=1.